The task is: Predict the reactants needed to synthesize the given product.. This data is from Full USPTO retrosynthesis dataset with 1.9M reactions from patents (1976-2016). (1) Given the product [Cl:1][C:2]1[CH:10]=[C:9]([N:11]2[CH2:16][CH2:15][O:14][CH2:13][S:12]2(=[O:18])=[O:17])[CH:8]=[CH:7][C:3]=1[C:4]([NH:24][C:23]1[CH:25]=[CH:26][C:20]([Cl:19])=[C:21]([C:27]2[N:36]=[CH:35][CH:34]=[C:33]3[C:28]=2[CH:29]=[CH:30][CH:31]=[N:32]3)[CH:22]=1)=[O:6], predict the reactants needed to synthesize it. The reactants are: [Cl:1][C:2]1[CH:10]=[C:9]([N:11]2[CH2:16][CH2:15][O:14][CH2:13][S:12]2(=[O:18])=[O:17])[CH:8]=[CH:7][C:3]=1[C:4]([OH:6])=O.[Cl:19][C:20]1[CH:26]=[CH:25][C:23]([NH2:24])=[CH:22][C:21]=1[C:27]1[N:36]=[CH:35][CH:34]=[C:33]2[C:28]=1[CH:29]=[CH:30][CH:31]=[N:32]2.CN(C(ON1N=NC2C=CC=NC1=2)=[N+](C)C)C.F[P-](F)(F)(F)(F)F.CCN(C(C)C)C(C)C. (2) Given the product [ClH:16].[C:2]1([CH:1]([NH2:14])[C:8]2[CH:9]=[CH:10][CH:11]=[CH:12][CH:13]=2)[CH:7]=[CH:6][CH:5]=[CH:4][CH:3]=1, predict the reactants needed to synthesize it. The reactants are: [C:1](=[N:14]O)([C:8]1[CH:13]=[CH:12][CH:11]=[CH:10][CH:9]=1)[C:2]1[CH:7]=[CH:6][CH:5]=[CH:4][CH:3]=1.[ClH:16].